Dataset: Forward reaction prediction with 1.9M reactions from USPTO patents (1976-2016). Task: Predict the product of the given reaction. (1) Given the reactants [CH2:1]([O:8][C:9]1[CH:10]=[C:11]2[C:15](=[CH:16][CH:17]=1)[CH2:14][CH:13]([C:18]([C:20]1[O:21][CH:22]=[CH:23][N:24]=1)=[O:19])[CH2:12]2)[C:2]1[CH:7]=[CH:6][CH:5]=[CH:4][CH:3]=1.[CH3:25][C:26]([Si:29](Cl)([CH3:31])[CH3:30])([CH3:28])[CH3:27].N1C=CN=C1, predict the reaction product. The product is: [CH2:1]([O:8][C:9]1[CH:10]=[C:11]2[C:15](=[CH:16][CH:17]=1)[CH2:14][CH:13]([CH:18]([O:19][Si:29]([C:26]([CH3:28])([CH3:27])[CH3:25])([CH3:31])[CH3:30])[C:20]1[O:21][CH:22]=[CH:23][N:24]=1)[CH2:12]2)[C:2]1[CH:7]=[CH:6][CH:5]=[CH:4][CH:3]=1. (2) Given the reactants [C:1]1([C:8]2[CH:13]=[CH:12][CH:11]=[CH:10][CH:9]=2)[CH:6]=[CH:5][C:4]([NH2:7])=[CH:3][CH:2]=1.Cl[C:15]1[C:24]2[C:19](=[CH:20][CH:21]=[CH:22][CH:23]=2)[N:18]=[CH:17][CH:16]=1.CCN(C(C)C)C(C)C, predict the reaction product. The product is: [C:1]1([C:8]2[CH:13]=[CH:12][CH:11]=[CH:10][CH:9]=2)[CH:2]=[CH:3][C:4]([NH:7][C:15]2[C:24]3[C:19](=[CH:20][CH:21]=[CH:22][CH:23]=3)[N:18]=[CH:17][CH:16]=2)=[CH:5][CH:6]=1. (3) The product is: [C:36]([O:35][C@H:29]1[C@@H:30]([O:31][C:32](=[O:34])[CH3:33])[C@H:24]([O:23][C:20](=[O:22])[CH3:21])[C@@H:25]([O:17]/[C:6](/[C:5]([O:4][CH2:2][CH3:3])=[O:18])=[CH:7]\[C:8]2[CH:13]=[CH:12][CH:11]=[CH:10][C:9]=2[N+:14]([O-:16])=[O:15])[O:27][C@H:28]1[CH2:39][O:40][C:41](=[O:43])[CH3:42])(=[O:38])[CH3:37]. Given the reactants [K].[CH2:2]([O:4][C:5](=[O:18])/[C:6](/[O-:17])=[CH:7]/[C:8]1[CH:13]=[CH:12][CH:11]=[CH:10][C:9]=1[N+:14]([O-:16])=[O:15])[CH3:3].[K+].[C:20]([O:23][C@@H:24]1[C@@H:30]([O:31][C:32](=[O:34])[CH3:33])[C@@H:29]([O:35][C:36](=[O:38])[CH3:37])[C@@H:28]([CH2:39][O:40][C:41](=[O:43])[CH3:42])[O:27][C@@H:25]1O)(=[O:22])[CH3:21], predict the reaction product. (4) Given the reactants C(Cl)(=O)C([Cl:4])=O.[CH3:7][C:8]1([CH3:16])[C:10]([CH3:12])([CH3:11])[CH:9]1[C:13]([OH:15])=O.[CH3:17][N:18]1[CH:22]=[CH:21][N:20]=[C:19]1[CH3:23].CC(C)=O, predict the reaction product. The product is: [Cl-:4].[CH3:23][C:19]1[N:20]([C:13]([CH:9]2[C:10]([CH3:11])([CH3:12])[C:8]2([CH3:7])[CH3:16])=[O:15])[CH:21]=[CH:22][N+:18]=1[CH3:17]. (5) Given the reactants [Br:1][C:2]1[CH:3]=[C:4]([CH:7]=[C:8]([Br:10])[CH:9]=1)[CH:5]=[O:6].[BH4-].[Na+], predict the reaction product. The product is: [Br:1][C:2]1[CH:3]=[C:4]([CH:7]=[C:8]([Br:10])[CH:9]=1)[CH2:5][OH:6]. (6) Given the reactants [Cl:1][C:2]1[CH:3]=[CH:4][C:5]([O:11][CH2:12][C:13]([F:16])([F:15])[F:14])=[C:6](B(O)O)[CH:7]=1.[Cl:17][C:18]1[CH:23]=[C:22](Cl)[N:21]=[C:20]([NH2:25])[N:19]=1.CC(O)C(O)C.C(=O)([O-])[O-].[Na+].[Na+].C1(P(C2C=CC=CC=2)C2C=CC=CC=2)C=CC=CC=1, predict the reaction product. The product is: [Cl:17][C:18]1[CH:23]=[C:22]([C:6]2[CH:7]=[C:2]([Cl:1])[CH:3]=[CH:4][C:5]=2[O:11][CH2:12][C:13]([F:16])([F:15])[F:14])[N:21]=[C:20]([NH2:25])[N:19]=1. (7) Given the reactants [CH3:1][O:2][C:3](=[O:34])[CH:4]([C:9]1[CH:10]=[C:11]([C:23]2[CH:28]=[C:27]([C:29]([F:32])([F:31])[F:30])[CH:26]=[C:25]([F:33])[CH:24]=2)[CH:12]=[C:13](OS(C(F)(F)F)(=O)=O)[CH:14]=1)[CH2:5][CH:6]([CH3:8])[CH3:7].[F:35][C:36]1[CH:42]=[CH:41][C:39]([NH2:40])=[C:38]([C:43]([F:46])([F:45])[F:44])[CH:37]=1, predict the reaction product. The product is: [CH3:1][O:2][C:3](=[O:34])[CH:4]([C:9]1[CH:10]=[C:11]([C:23]2[CH:24]=[C:25]([F:33])[CH:26]=[C:27]([C:29]([F:30])([F:32])[F:31])[CH:28]=2)[CH:12]=[C:13]([NH:40][C:39]2[CH:41]=[CH:42][C:36]([F:35])=[CH:37][C:38]=2[C:43]([F:46])([F:44])[F:45])[CH:14]=1)[CH2:5][CH:6]([CH3:7])[CH3:8]. (8) Given the reactants C1(N[C:7]2[C:12]([CH3:13])=[C:11]([CH3:14])[N:10]=[C:9]([NH:15][CH2:16][C:17]3[CH:22]=[CH:21][CH:20]=[CH:19][N:18]=3)[N:8]=2)CCCC1.[O:23]1[C:27]2[CH:28]=[CH:29][C:30]([NH2:32])=[CH:31][C:26]=2[O:25][CH2:24]1, predict the reaction product. The product is: [O:23]1[C:27]2[CH:28]=[CH:29][C:30]([NH:32][C:7]3[C:12]([CH3:13])=[C:11]([CH3:14])[N:10]=[C:9]([NH:15][CH2:16][C:17]4[CH:22]=[CH:21][CH:20]=[CH:19][N:18]=4)[N:8]=3)=[CH:31][C:26]=2[O:25][CH2:24]1. (9) Given the reactants [F:1][C:2]([F:14])([F:13])[O:3][C:4]1[CH:9]=[CH:8][C:7]([N:10]=[C:11]=[O:12])=[CH:6][CH:5]=1.[NH2:15][CH:16]1[CH2:21][CH2:20][N:19]([C:22](=[O:27])[CH:23]([CH3:26])[CH2:24][CH3:25])[CH2:18][CH2:17]1, predict the reaction product. The product is: [CH3:26][CH:23]([CH2:24][CH3:25])[C:22]([N:19]1[CH2:18][CH2:17][CH:16]([NH:15][C:11]([NH:10][C:7]2[CH:6]=[CH:5][C:4]([O:3][C:2]([F:13])([F:14])[F:1])=[CH:9][CH:8]=2)=[O:12])[CH2:21][CH2:20]1)=[O:27]. (10) Given the reactants [Cl:1]N1C(=O)CCC1=O.[NH:9]1[CH:13]=[C:12]([C:14]([O:16][CH3:17])=[O:15])[N:11]=[CH:10]1, predict the reaction product. The product is: [Cl:1][C:13]1[N:9]=[CH:10][NH:11][C:12]=1[C:14]([O:16][CH3:17])=[O:15].